Dataset: Experimentally validated miRNA-target interactions with 360,000+ pairs, plus equal number of negative samples. Task: Binary Classification. Given a miRNA mature sequence and a target amino acid sequence, predict their likelihood of interaction. (1) The miRNA is hsa-miR-125b-5p with sequence UCCCUGAGACCCUAACUUGUGA. The protein sequence of the target gene is MILASVLRSGPGGGLPLRPLLGPALALRARSTSATDTHHVEMARERSKTVTSFYNQSAIDAAAEKPSVRLTPTMMLYAGRSQDGSHLLKSARYLQQELPVRIAHRIKGFRCLPFIIGCNPTILHVHELYIRAFQKLTDFPPIKDQADEAQYCQLVRQLLDDHKDVVTLLAEGLRESRKHIEDEKLVRYFLDKTLTSRLGIRMLATHHLALHEDKPDFVGIICTRLSPKKIIEKWVDFARRLCEHKYGNAPRVRINGHVAARFPFIPMPLDYILPELLKNAMRATMESHLDTPYNVPDVVI.... Result: 1 (interaction). (2) The miRNA is hsa-miR-4251 with sequence CCUGAGAAAAGGGCCAA. The protein sequence of the target gene is MKFRAKIVDLACLNHFTRVSNMIAKLAKTCTLRISPEKLNFILCDKLASGGVSMWCELEQENFFSEFQMEGVSEENNEIYLELTSENLSRALKTAQNSRALKIKLTNKHFPCLTVSVELVSSSSSSRIVVHDIPIKVLPRRLWKDLQEPSIPDCDVSICLPALKMMKSVVEKMRNISNQLVIEANLKGELNLKIETELVCVTTHFKDLENPLLPSDSVSQNRHPEDMAKVHIDIKKLLQFLAGQQVTPTKAVCNIVNNRTVHFDLLLEDVSLQYFIPALS. Result: 0 (no interaction). (3) The protein sequence of the target gene is MPPKKDAPVKKPAGPSISKPAAKSTPGTPLAKAKAEPAAPQAPAKSQEPPVDLSKVVIEFNKDQLEEFREAFELFDRVGDGKILYSQCGDLMRALGQNPTNAEVLKVLGNPKNEELKSRRVDFETFLPMLQAVAKNRDQGTYEDYLEGLRVFDKEGNGKVMGAELRHVLTTLGEKMTEEEVETVLAGHEDSNGCINYEAFLKHILSL. Result: 1 (interaction). The miRNA is mmu-miR-3072-3p with sequence UGCCCCCUCCAGGAAGCCUUCU. (4) The miRNA is hsa-miR-7160-5p with sequence UGCUGAGGUCCGGGCUGUGCC. The protein sequence of the target gene is MYTITKGPSKLVAQRRTGPTQQQVEGRLGELLKCRQPAPPTSQPPRAQPFAQPPGPWPLSSPGPRLVFNRVNGRRAPSTSPSFEGTQETYTVAHEENVRFVSEAWQQVQQQLDGGPAGEGGPRPVQYVERTPNPRLQNFVPIDLDEWWAQQFLARITSCS. Result: 1 (interaction). (5) The miRNA is hsa-miR-193a-3p with sequence AACUGGCCUACAAAGUCCCAGU. The protein sequence of the target gene is MRLFLWNAVLTLFVTSLIGALIPEPEVKIEVLQKPFICHRKTKGGDLMLVHYEGYLEKDGSLFHSTHKHNNGQPIWFTLGILEALKGWDQGLKGMCVGEKRKLIIPPALGYGKEGKGKIPPESTLIFNIDLLEIRNGPRSHESFQEMDLNDDWKLSKDEVKAYLKKEFEKHGAVVNESHHDALVEDIFDKEDEDKDGFISAREFTYKHDEL. Result: 0 (no interaction). (6) The miRNA is hsa-miR-335-5p with sequence UCAAGAGCAAUAACGAAAAAUGU. The protein sequence of the target gene is MANSLLEGVFAEVKEPCSLPMLSVDMENKENGSVGVKNSMENGRPPDPADWAVMDVVNYFRTVGFEEQASAFQEQEIDGKSLLLMTRNDVLTGLQLKLGPALKIYEYHVKPLQTKHLKNNSS. Result: 0 (no interaction). (7) The miRNA is hsa-miR-224-3p with sequence AAAAUGGUGCCCUAGUGACUACA. The protein sequence of the target gene is MDIENEQTLNVNPTDPDNLSDSLFSGDEENAGTEEIKNEINGNWISASTINEARINAKAKRRLRKNSSRDSGRGDSVSDNGSEAVRSGVAVPTSPKGRLLDRRSRSGKGRGLPKKGGAGGKGVWGTPGQVYDVEEVDVKDPNYDDDQENCVYETVVLPLDETAFEKTLTPIIQEYFEHGDTNEVAEMLRDLNLGEMKSGVPVLAVSLALEGKASHREMTSKLLSDLCGTVMSTNDVEKSFDKLLKDLPELALDTPRAPQLVGQFIARAVGDGILCNTYIDSYKGTVDCVQARAALDKATV.... Result: 0 (no interaction). (8) The miRNA is rno-miR-101a-3p with sequence UACAGUACUGUGAUAACUGAA. The protein sequence of the target gene is MLDGPLFSEGPDSPRELQDEESGSCLWVQKSKLLVIEVKTISCHYSRRAPSRQSMDIQASYWARGPQSRTCRLRPGSPEPPPRRPWASRVLQEATNWRAGPPAEVRAREQEKRKAASQEREAKETERKRRKAGGARRSPLGQPRPEPRNALRAAQPTGFPVFSRPERFGQVGRAPRPSVLPQGDPGVAWAGPWGGRRPGPPSYEAHLLLRGSAGTAPRRRWDRPPPYVAPPSYEGPHRTLGTKRGPELSRAPTSSAPVPATTRTEGGRTKKRLDPRIYRDVLGAWGLRQGRGLLGGAPGC.... Result: 0 (no interaction).